From a dataset of Full USPTO retrosynthesis dataset with 1.9M reactions from patents (1976-2016). Predict the reactants needed to synthesize the given product. (1) Given the product [CH2:1]([NH:3][C:4]([NH:6][C:7]1[S:8][C:9]2[CH:15]=[C:14]([N:16]3[CH:12]=[CH:10][CH:9]=[CH:15]3)[CH:13]=[CH:12][C:10]=2[N:11]=1)=[O:5])[CH3:2], predict the reactants needed to synthesize it. The reactants are: [CH2:1]([NH:3][C:4]([NH:6][C:7]1[S:8][C:9]2[CH:15]=[C:14]([N+:16]([O-])=O)[CH:13]=[CH:12][C:10]=2[N:11]=1)=[O:5])[CH3:2]. (2) Given the product [CH3:14][O:15][C:16]1[CH:17]=[C:18]([B:1]([OH:6])[OH:2])[CH:19]=[N:20][CH:21]=1, predict the reactants needed to synthesize it. The reactants are: [B:1](OC(C)C)([O:6]C(C)C)[O:2]C(C)C.[CH3:14][O:15][C:16]1[CH:17]=[C:18](Br)[CH:19]=[N:20][CH:21]=1.[Li]CCCC.Cl.